Dataset: Catalyst prediction with 721,799 reactions and 888 catalyst types from USPTO. Task: Predict which catalyst facilitates the given reaction. (1) Reactant: [CH3:1][O:2][C:3]1[CH:4]=[C:5]2[C:10](=[CH:11][C:12]=1[O:13][CH3:14])[N:9]=[CH:8][CH:7]=[C:6]2[N:15]1[CH2:21][C:20]2[CH:22]=[C:23]([C:26]3[CH:27]=[C:28]([NH2:33])[C:29]([NH2:32])=[N:30][CH:31]=3)[CH:24]=[CH:25][C:19]=2[O:18][CH2:17][CH2:16]1.[CH3:34][O:35][C:36]([NH:38][C:39](=NC(OC)=O)SC)=[O:37]. Product: [CH3:1][O:2][C:3]1[CH:4]=[C:5]2[C:10](=[CH:11][C:12]=1[O:13][CH3:14])[N:9]=[CH:8][CH:7]=[C:6]2[N:15]1[CH2:21][C:20]2[CH:22]=[C:23]([C:26]3[CH:27]=[C:28]4[NH:33][C:39]([NH:38][C:36](=[O:37])[O:35][CH3:34])=[N:32][C:29]4=[N:30][CH:31]=3)[CH:24]=[CH:25][C:19]=2[O:18][CH2:17][CH2:16]1. The catalyst class is: 15. (2) Reactant: [Cl:1][C:2]1[C:3]([CH3:18])=[C:4]([N:10]2[CH2:17][CH2:16][CH2:15][C@H:11]2[C:12]([OH:14])=O)[CH:5]=[CH:6][C:7]=1[C:8]#[N:9].CN(C(ON1N=NC2C=CC=CC1=2)=[N+](C)C)C.[B-](F)(F)(F)F.C(N(C(C)C)CC)(C)C.ON1C2C=CC=CC=2N=N1.O[NH:61][C:62](=[NH:64])[CH3:63]. Product: [Cl:1][C:2]1[C:3]([CH3:18])=[C:4]([N:10]2[CH2:17][CH2:16][CH2:15][CH:11]2[C:12]2[O:14][N:64]=[C:62]([CH3:63])[N:61]=2)[CH:5]=[CH:6][C:7]=1[C:8]#[N:9]. The catalyst class is: 3. (3) Reactant: [Cl:1][C:2]1[C:3]2[CH:10]=[CH:9][N:8]([C@@H:11]3[CH2:16][CH2:15][CH2:14][N:13]([C:17]([O:19][C:20]([CH3:23])([CH3:22])[CH3:21])=[O:18])[CH2:12]3)[C:4]=2[N:5]=[CH:6][N:7]=1.C1C(=O)N([I:31])C(=O)C1. Product: [Cl:1][C:2]1[C:3]2[C:10]([I:31])=[CH:9][N:8]([C@@H:11]3[CH2:16][CH2:15][CH2:14][N:13]([C:17]([O:19][C:20]([CH3:23])([CH3:22])[CH3:21])=[O:18])[CH2:12]3)[C:4]=2[N:5]=[CH:6][N:7]=1. The catalyst class is: 6. (4) Reactant: [CH2:1]([N:3]([CH2:13][CH3:14])[C:4]1[CH:11]=[CH:10][C:7]([CH:8]=[O:9])=[C:6]([OH:12])[CH:5]=1)[CH3:2].[OH-].[Na+]. Product: [CH2:13]([N:3]([CH2:1][CH3:2])[C:4]1[CH:11]=[CH:10][C:7]([CH:8]=[O:9])=[C:6]([O:12][CH2:11][CH2:4][CH2:5][CH3:6])[CH:5]=1)[CH3:14]. The catalyst class is: 16.